This data is from Peptide-MHC class I binding affinity with 185,985 pairs from IEDB/IMGT. The task is: Regression. Given a peptide amino acid sequence and an MHC pseudo amino acid sequence, predict their binding affinity value. This is MHC class I binding data. (1) The peptide sequence is RQFHQKLLK. The MHC is HLA-A11:01 with pseudo-sequence HLA-A11:01. The binding affinity (normalized) is 0.761. (2) The peptide sequence is RRVRDNMTK. The MHC is HLA-B08:02 with pseudo-sequence HLA-B08:02. The binding affinity (normalized) is 0.0847. (3) The peptide sequence is VSYLCHLI. The MHC is H-2-Kb with pseudo-sequence H-2-Kb. The binding affinity (normalized) is 0.958. (4) The peptide sequence is TQLPSKPHY. The MHC is HLA-B08:01 with pseudo-sequence HLA-B08:01. The binding affinity (normalized) is 0.0847. (5) The peptide sequence is KIKVTAASPM. The MHC is HLA-A02:01 with pseudo-sequence HLA-A02:01. The binding affinity (normalized) is 0. (6) The peptide sequence is KEPPFLWM. The MHC is H-2-Kk with pseudo-sequence H-2-Kk. The binding affinity (normalized) is 0.0929. (7) The peptide sequence is KYVEYGSL. The MHC is H-2-Kb with pseudo-sequence H-2-Kb. The binding affinity (normalized) is 0.584. (8) The peptide sequence is FMRFFTLGSI. The MHC is HLA-A02:03 with pseudo-sequence HLA-A02:03. The binding affinity (normalized) is 1.00. (9) The peptide sequence is FLPSDYFPSV. The MHC is HLA-B53:01 with pseudo-sequence HLA-B53:01. The binding affinity (normalized) is 0.0930. (10) The peptide sequence is LTMFLITENK. The MHC is HLA-A03:01 with pseudo-sequence HLA-A03:01. The binding affinity (normalized) is 0.859.